From a dataset of Catalyst prediction with 721,799 reactions and 888 catalyst types from USPTO. Predict which catalyst facilitates the given reaction. (1) Reactant: C1(OC([N:10]2[CH2:15][CH2:14][C:13]([C:19]3[CH:24]=[CH:23][CH:22]=[C:21]([O:25]C(C)C)[CH:20]=3)([CH2:16][CH2:17][CH3:18])[CH2:12][CH2:11]2)=O)C=CC=CC=1.Br.C(O)(=O)C. Product: [OH:25][C:21]1[CH:20]=[C:19]([C:13]2([CH2:16][CH2:17][CH3:18])[CH2:14][CH2:15][NH:10][CH2:11][CH2:12]2)[CH:24]=[CH:23][CH:22]=1. The catalyst class is: 6. (2) Reactant: [Br:1][C:2]1[CH:7]=[CH:6][C:5]([C:8]2[O:12][N:11]=[C:10]([CH3:13])[C:9]=2[CH:14]=[O:15])=[CH:4][CH:3]=1.[C:16]([Mg]Br)#[CH:17]. Product: [Br:1][C:2]1[CH:3]=[CH:4][C:5]([C:8]2[O:12][N:11]=[C:10]([CH3:13])[C:9]=2[CH:14]([OH:15])[C:16]#[CH:17])=[CH:6][CH:7]=1. The catalyst class is: 1. (3) Reactant: [NH2:1][C:2]1[CH:7]=[C:6]([C:8]([F:11])([F:10])[F:9])[CH:5]=[CH:4][N:3]=1.C(=O)([O-])[O-].[K+].[K+].Cl[C:19]([O:21][C:22]1[CH:27]=[CH:26][CH:25]=[CH:24][CH:23]=1)=[O:20]. Product: [F:10][C:8]([F:9])([F:11])[C:6]1[CH:5]=[CH:4][N:3]=[C:2]([NH:1][C:19](=[O:20])[O:21][C:22]2[CH:27]=[CH:26][CH:25]=[CH:24][CH:23]=2)[CH:7]=1. The catalyst class is: 7.